From a dataset of Reaction yield outcomes from USPTO patents with 853,638 reactions. Predict the reaction yield, written as a fraction of the theoretical maximum amount of product (1.0 means a 100% yield; for example, 0.34 means a 34% yield). (1) The reactants are Br[C:2]1[CH:7]=[CH:6][N:5]2[CH:8]=[C:9]([C:11]3[CH:16]=[CH:15][CH:14]=[C:13]([O:17][CH3:18])[CH:12]=3)[N:10]=[C:4]2[CH:3]=1.[NH:19]1[CH2:23][CH2:22][CH2:21][CH2:20]1. No catalyst specified. The product is [CH3:18][O:17][C:13]1[CH:12]=[C:11]([C:9]2[N:10]=[C:4]3[CH:3]=[C:2]([N:19]4[CH2:23][CH2:22][CH2:21][CH2:20]4)[CH:7]=[CH:6][N:5]3[CH:8]=2)[CH:16]=[CH:15][CH:14]=1. The yield is 0.230. (2) The reactants are [CH3:1][C:2]1[C:6]([CH2:7][N:8]2[CH:12]=[C:11]([N:13]3[C:17](=[O:18])[CH2:16][N:15]([CH2:19][C:20]4[CH:25]=[CH:24][CH:23]=[CH:22][C:21]=4[OH:26])[C:14]3=[O:27])[CH:10]=[N:9]2)=[C:5]([CH3:28])[O:4][N:3]=1.[CH3:29][O:30][CH2:31][CH2:32]Br. No catalyst specified. The product is [CH3:1][C:2]1[C:6]([CH2:7][N:8]2[CH:12]=[C:11]([N:13]3[C:17](=[O:18])[CH2:16][N:15]([CH2:19][C:20]4[CH:25]=[CH:24][CH:23]=[CH:22][C:21]=4[O:26][CH2:32][CH2:31][O:30][CH3:29])[C:14]3=[O:27])[CH:10]=[N:9]2)=[C:5]([CH3:28])[O:4][N:3]=1. The yield is 0.190.